From a dataset of Forward reaction prediction with 1.9M reactions from USPTO patents (1976-2016). Predict the product of the given reaction. (1) Given the reactants [C:1]([C:3]1[C:8]([CH3:9])=[CH:7][C:6]([NH:10][CH:11]2[CH2:16][CH2:15][N:14]([C:17]([O:19][C:20]([CH3:23])([CH3:22])[CH3:21])=[O:18])[CH2:13][CH2:12]2)=[C:5]([N+:24]([O-])=O)[CH:4]=1)#[N:2].O.NN, predict the reaction product. The product is: [NH2:24][C:5]1[CH:4]=[C:3]([C:1]#[N:2])[C:8]([CH3:9])=[CH:7][C:6]=1[NH:10][CH:11]1[CH2:12][CH2:13][N:14]([C:17]([O:19][C:20]([CH3:23])([CH3:22])[CH3:21])=[O:18])[CH2:15][CH2:16]1. (2) Given the reactants [Br:1][C:2]1[C:3]([N:18]2[CH2:23][CH2:22][C:21]([CH3:25])([CH3:24])[CH2:20][CH2:19]2)=[C:4]([C:10](=[O:17])[C:11]([O:13][CH:14]([CH3:16])[CH3:15])=[O:12])[C:5]([CH3:9])=[N:6][C:7]=1[CH3:8].CB1N2CCC[C@@H]2C(C2C=CC=CC=2)(C2C=CC=CC=2)O1.[B]1OC2C(=CC=CC=2)O1.C1(C)C=CC=CC=1, predict the reaction product. The product is: [Br:1][C:2]1[C:3]([N:18]2[CH2:23][CH2:22][C:21]([CH3:25])([CH3:24])[CH2:20][CH2:19]2)=[C:4]([C@H:10]([OH:17])[C:11]([O:13][CH:14]([CH3:16])[CH3:15])=[O:12])[C:5]([CH3:9])=[N:6][C:7]=1[CH3:8].